Dataset: Forward reaction prediction with 1.9M reactions from USPTO patents (1976-2016). Task: Predict the product of the given reaction. (1) Given the reactants [CH3:1][C@H:2]1[C@@H:7]([N:8]([C:10]2[N:18]=[CH:17][N:16]=[C:15]3[C:11]=2[CH:12]=[CH:13][NH:14]3)[CH3:9])[CH2:6][N:5]([C:19]([CH2:21][C:22]#[N:23])=[O:20])[CH2:4][CH2:3]1.Cl.[C:25]([OH:37])(=[O:36])[CH2:26][C:27]([CH2:32][C:33]([OH:35])=[O:34])([C:29]([OH:31])=[O:30])[OH:28].N1(C2CCCCCCCCCC2)CCCN=CCCCCC1, predict the reaction product. The product is: [CH3:1][C@H:2]1[C@@H:7]([N:8]([C:10]2[N:18]=[CH:17][N:16]=[C:15]3[C:11]=2[CH:12]=[CH:13][NH:14]3)[CH3:9])[CH2:6][N:5]([C:19]([CH2:21][C:22]#[N:23])=[O:20])[CH2:4][CH2:3]1.[CH2:32]([C:27]([OH:28])([C:29]([OH:31])=[O:30])[CH2:26][C:25]([OH:37])=[O:36])[C:33]([OH:35])=[O:34]. (2) Given the reactants [H-].[Na+].[CH3:3][CH:4]([OH:7])[C:5]#[CH:6].Br[CH2:9][C:10]([O:12][CH3:13])=[O:11], predict the reaction product. The product is: [CH3:13][O:12][C:10](=[O:11])[CH2:9][O:7][CH:4]([CH3:3])[C:5]#[CH:6]. (3) Given the reactants [F:1][C:2]1[CH:3]=[CH:4][C:5]2[N:6]([CH:8]=[N:9][C:10]=2I)[CH:7]=1.C([Mg]Cl)(C)C.[CH2:17]([Sn:21]([CH2:27][CH2:28][CH2:29][CH3:30])([CH2:23][CH2:24][CH2:25][CH3:26])Cl)[CH2:18][CH2:19][CH3:20], predict the reaction product. The product is: [F:1][C:2]1[CH:3]=[CH:4][C:5]2[N:6]([CH:8]=[N:9][C:10]=2[Sn:21]([CH2:23][CH2:24][CH2:25][CH3:26])([CH2:27][CH2:28][CH2:29][CH3:30])[CH2:17][CH2:18][CH2:19][CH3:20])[CH:7]=1. (4) Given the reactants Cl.Cl.[NH:3]1[CH2:6][CH:5]([C:7]2[C:8]([O:28][CH3:29])=[C:9]([CH:15]([N:17]3[C:21]4=[N:22][CH:23]=[N:24][C:25]([NH2:26])=[C:20]4[C:19]([CH3:27])=[N:18]3)[CH3:16])[CH:10]=[C:11]([Cl:14])[C:12]=2[CH3:13])[CH2:4]1.[CH2:30]=O, predict the reaction product. The product is: [Cl:14][C:11]1[C:12]([CH3:13])=[C:7]([CH:5]2[CH2:4][N:3]([CH3:30])[CH2:6]2)[C:8]([O:28][CH3:29])=[C:9]([CH:15]([N:17]2[C:21]3=[N:22][CH:23]=[N:24][C:25]([NH2:26])=[C:20]3[C:19]([CH3:27])=[N:18]2)[CH3:16])[CH:10]=1. (5) Given the reactants [NH2:1][C:2]1[N:7]=[C:6]2[O:8][C:9]3[C:14]([CH2:15][C:5]2=[C:4]([NH2:17])[C:3]=1[C:18]#[N:19])=[CH:13][CH:12]=[C:11]([OH:16])[CH:10]=3.Br[CH2:21][CH2:22][NH2:23].BrCCOCC, predict the reaction product. The product is: [NH2:1][C:2]1[N:7]=[C:6]2[O:8][C:9]3[C:14]([CH2:15][C:5]2=[C:4]([NH2:17])[C:3]=1[C:18]#[N:19])=[CH:13][CH:12]=[C:11]([O:16][CH2:21][CH2:22][NH2:23])[CH:10]=3. (6) Given the reactants [CH3:1][C:2]1[CH:3]=[C:4]([C:35]([O:37][CH3:38])=[O:36])[S:5][C:6]=1[C:7]1[CH:8]=[C:9]2[C:14](=[C:15]([O:17]COCC[Si](C)(C)C)[CH:16]=1)[N:13]=[CH:12][N:11](COCC[Si](C)(C)C)[C:10]2=[O:34], predict the reaction product. The product is: [OH:17][C:15]1[CH:16]=[C:7]([C:6]2[S:5][C:4]([C:35]([O:37][CH3:38])=[O:36])=[CH:3][C:2]=2[CH3:1])[CH:8]=[C:9]2[C:14]=1[N:13]=[CH:12][NH:11][C:10]2=[O:34]. (7) Given the reactants [CH:1]([NH:3][C:4]1[CH:5]=[C:6]([CH:19]=[CH:20][CH:21]=1)[CH2:7][NH:8]C(=O)OCC1C=CC=CC=1)=[O:2].[H][H], predict the reaction product. The product is: [NH2:8][CH2:7][C:6]1[CH:5]=[C:4]([NH:3][CH:1]=[O:2])[CH:21]=[CH:20][CH:19]=1.